This data is from Drug-target binding data from BindingDB using IC50 measurements. The task is: Regression. Given a target protein amino acid sequence and a drug SMILES string, predict the binding affinity score between them. We predict pIC50 (pIC50 = -log10(IC50 in M); higher means more potent). Dataset: bindingdb_ic50. (1) The small molecule is Cc1cc(Cl)ccc1COc1ccnn1-c1cc(C(=O)O)ccn1. The target protein sequence is MEAATTLHPGPRPALPLGGPGPLGEFLPPPECPVFEPSWEEFADPFAFIHKIRPIAEQTGICKVRPPPDWQPPFACDVDKLHFTPRIQRLNELEAQTRVKLNFLDQIAKYWELQGSTLKIPHVERKILDLFQLNKLVAEEGGFAVVCKDRKWTKIATKMGFAPGKAVGSHIRGHYERILNPYNLFLSGDSLRCLQKPNLTTDTKDKEYKPHDIPQRQSVQPSETCPPARRAKRMRAEAMNIKIEPEETTEARTHNLRRRMGCPTPKCENEKEMKSSIKQEPIERKDYIVENEKEKPKSRSKKATNAVDLYVCLLCGSGNDEDRLLLCDGCDDSYHTFCLIPPLHDVPKGDWRCPKCLAQECSKPQEAFGFEQAARDYTLRTFGEMADAFKSDYFNMPVHMVPTELVEKEFWRLVSTIEEDVTVEYGADIASKEFGSGFPVRDGKIKLSPEEEEYLDSGWNLNNMPVMEQSVLAHITADICGMKLPWLYVGMCFSSFCWHI.... The pIC50 is 6.0. (2) The compound is O=C(Cc1cc(C(F)(F)F)cc(C(F)(F)F)c1)N[C@H](Cc1ccccc1)C(=O)Nc1ccc(-c2cn3c(n2)sc2ccccc23)cc1. The target protein (Q75ZY9) has sequence MKAPAVLAPGILVLLFTLVQKSYGECKEALVKSEMNVNMKYQLPNFTAETPIQNVVLHKHHIYLGAVNYIYVLNDKDLQKVAEYKTGPVLEHPDCSPCQDCSHKANLSGGVWEDNINMALLVDTYYDDQLISCGSVHRGTCQRHILPPSNIADIQSEVHCMYSSQADEEPSQCPDCVVSALGTKVLISEKDRFINFFVGNTINSSDHPDHSLHSISVRRLKETQDGFKFLTDQSYIDVLPEFRDSYPIKYVHAFESNHFIYFLTVQRETLDAQTFHTRIIRFCSVDSGLHSYMEMPLECILTEKRRKRSTREEVFNILQAAYVSKPGAHLAKQIGANLNDDILYGVFAQSKPDSAEPMNRSAVCAFPIKYVNEFFNKIVNKNNVRCLQHFYGPNHEHCFNRTLLRNSSGCEARNDEYRTEFTTALQRVDLFMGQFNQVLLTSISTFIKGDLTIANLGTSEGRFMQVVVSRSGLSTPHVNFRLDSHPVSPEAIVEHPLNQN.... The pIC50 is 6.7. (3) The drug is O=C(NCC(=O)N1CCCC1)c1ccccc1. The target protein (P97321) has sequence MKTWLKTVFGVTTLAALALVVICIVLRPSRVYKPEGNTKRALTLKDILNGTFSYKTYFPNWISEQEYLHQSEDDNIVFYNIETRESYIILSNSTMKSVNATDYGLSPDRQFVYLESDYSKLWRYSYTATYYIYDLQNGEFVRGYELPRPIQYLCWSPVGSKLAYVYQNNIYLKQRPGDPPFQITYTGRENRIFNGIPDWVYEEEMLATKYALWWSPDGKFLAYVEFNDSDIPIIAYSYYGDGQYPRTINIPYPKAGAKNPVVRVFIVDTTYPHHVGPMEVPVPEMIASSDYYFSWLTWVSSERVCLQWLKRVQNVSVLSICDFREDWHAWECPKNQEHVEESRTGWAGGFFVSTPAFSQDATSYYKIFSDKDGYKHIHYIKDTVENAIQITSGKWEAIYIFRVTQDSLFYSSNEFEGYPGRRNIYRISIGNSPPSKKCVTCHLRKERCQYYTASFSYKAKYYALVCYGPGLPISTLHDGRTDQEIQVLEENKELENSLRN.... The pIC50 is 4.0. (4) The compound is CC[C@@H](CO)NC(=O)c1cccc(-c2cnc3ccc(Cl)nn23)c1. The target protein (O35493) has sequence MRHSKRTHCPDWDSRESWGHESYSGSHKRKRRSHSSTQENRHCKPHHQFKDSDCHYLEARCLNERDYRDRRYIDEYRNDYCEGYVPRHYHRDVESTYRIHCSKSSVRSRRSSPKRKRNRPCASHQSHSKSHRRKRSRSIEDDEEGHLICQSGDVLRARYEIVDTLGEGAFGKVVECIDHGMDGLHVAVKIVKNVGRYREAARSEIQVLEHLNSTDPNSVFRCVQMLEWFDHHGHVCIVFELLGLSTYDFIKENSFLPFQIDHIRQMAYQICQSINFLHHNKLTHTDLKPENILFVKSDYVVKYNSKMKRDERTLKNTDIKVVDFGSATYDDEHHSTLVSTRHYRAPEVILALGWSQPCDVWSIGCILIEYYLGFTVFQTHDSKEHLAMMERILGPIPAHMIQKTRKRKYFHHNQLDWDEHSSAGRYVRRRCKPLKEFMLCHDEEHEKLFDLVRRMLEYDPARRITLDEALQHPFFDLLKRK. The pIC50 is 6.7. (5) The drug is O=C(Nc1cccc(Nc2ccc3c(c2)NC(=O)/C3=C\c2ccc[nH]2)c1)Nc1cccc(C(F)(F)F)c1. The target protein (P97504) has sequence MESKSILEELLLKKSQQKKKMSPNNYKERLFVLTKTSLSYYEYDKMKRGSRKGSIEIKKIRCVEKVNLEEQTPVERQYPFQIVYKDGLLYVYASNEESRCQWLKALQKEIRGNPHLLIKYHSGFFVDGKFLCCQQSCKAAPGCTLWEAYADLHIAISDEKHRAPTFPERLLKIPRAVPVLKMDASSSGAILPQYDSYSKKSCGSQPTSNIRYIPREDCPDWWQVRKLKSEEDIACSNQLERNIASHSTSKMSWGFPESSSSEEEENLHAYDWFAGNISRSQSEQLLRQKGKEGAFMVRNSSQMGMYTVSLFSKAVNDKKGTVKHYHVHTNAENKLYLAENYCFDSIPKLIHYHQHNSAGMITRLRHPVSTKANKVPVSVALGSGIWELKREEITLLKELGNGQFGVVQLGQWKGQYDVAVKMIKEGAMSEDEFFQEAQTMMKLSHPKLVKFYGVCSKKYPIYIVTEYITNGCLLNYLKSHGKGLESCQLLEMCYDVCEGM.... The pIC50 is 5.5. (6) The small molecule is CCOC(=O)c1c(C)nn(-c2ccc([N+](=O)[O-])cc2[N+](=O)[O-])c1C. The target protein sequence is MGSSHHHHHHSSGLVPRGSHMTEQEDVLAKELEDVNKWGLHVFRIAELSGNRPLTVIMHTIFQERDLLKTFKIPVDTLITYLMTLEDHYHADVAYHNNIHAADVVQSTHVLLSTPALEAVFTDLEILAAIFASAIHDVDHPGVSNQFLINTNSELALMYNDSSVLENHHLAVGFKLLQEENCDIFQNLTKKQRQSLRKMVIDIVLATDMSKHMNLLADLKTMVETKKVTSSGVLLLDNYSDRIQVLQNMVHCADLSNPTKPLQLYRQWTDRIMEEFFRQGDRERERGMEISPMCDKHNASVEKSQVGFIDYIVHPLWETWADLVHPDAQDILDTLEDNREWYQSTIPQS. The pIC50 is 5.3. (7) The compound is O=C(c1ccc(Nc2nc(N[C@H]3CC[C@H](O)CC3)nc3c2ncn3-c2cccc(F)c2)cc1)N1CCCCC1. The target is PFCDPK1(Pfalciparum). The pIC50 is 6.8. (8) The drug is O=[N+]([O-])c1ccccc1N=[NH+]Cc1c[n-]c2ccccc12. The target protein (P87108) has sequence MSFLGFGGGQPQLSSQQKIQAAEAELDLVTDMFNKLVNNCYKKCINTSYSEGELNKNESSCLDRCVAKYFETNVQVGENMQKMGQSFNAAGKF. The pIC50 is 4.9.